Dataset: Forward reaction prediction with 1.9M reactions from USPTO patents (1976-2016). Task: Predict the product of the given reaction. Given the reactants [CH:1]([C:3]1[CH:18]=[CH:17][C:6]([O:7][C:8]2[CH:16]=[CH:15][C:11]([C:12]([NH2:14])=[O:13])=[CH:10][N:9]=2)=[CH:5][CH:4]=1)=O.[CH2:19]([NH2:26])[C:20]1[CH:25]=[CH:24][CH:23]=[CH:22][CH:21]=1.[BH4-].[Na+], predict the reaction product. The product is: [CH2:19]([NH:26][CH2:1][C:3]1[CH:18]=[CH:17][C:6]([O:7][C:8]2[CH:16]=[CH:15][C:11]([C:12]([NH2:14])=[O:13])=[CH:10][N:9]=2)=[CH:5][CH:4]=1)[C:20]1[CH:25]=[CH:24][CH:23]=[CH:22][CH:21]=1.